This data is from hERG potassium channel inhibition data for cardiac toxicity prediction from Karim et al.. The task is: Regression/Classification. Given a drug SMILES string, predict its toxicity properties. Task type varies by dataset: regression for continuous values (e.g., LD50, hERG inhibition percentage) or binary classification for toxic/non-toxic outcomes (e.g., AMES mutagenicity, cardiotoxicity, hepatotoxicity). Dataset: herg_karim. (1) The compound is O=c1ccc2ncc(F)c3c2n1C[C@@]3(O)C[C@]12CC[C@@](NCc3ccc4c(c3)OCO4)(CC1)CO2. The result is 0 (non-blocker). (2) The drug is CC(=O)N[C@@H](CCN1[C@H]2CC[C@@H]1C[C@H](n1c(C)nc3c1CCN(C(C)=O)C3)C2)c1cccc(F)c1. The result is 1 (blocker). (3) The drug is O=C(c1ccc(C(=O)N2CCC(N3CCCC3)CC2)c(Nc2ccccc2)c1)N1CCC(N2CCCC2)CC1. The result is 0 (non-blocker). (4) The drug is N#Cc1ccc(C(=O)N2CCN(c3ccc(OCCCN4CCCC4)cc3)C(=O)C2)cc1. The result is 0 (non-blocker). (5) The drug is COc1cc2ncnc(Nc3ccc(F)c(Cl)c3)c2cc1NC(=O)C=CCN1CCCCC1. The result is 0 (non-blocker). (6) The result is 0 (non-blocker). The drug is CC(C)c1noc(N2CCN(c3ncc(OCc4ccncc4C#N)cn3)[C@H](C)C2)n1. (7) The compound is CC(C)Cc1cc(C(=O)NCC2(C#N)CCN(Cc3ccccc3C(F)(F)F)CC2)nn1-c1ccccc1. The result is 1 (blocker). (8) The molecule is Cn1c(SCCCN2CC3CCN(c4ccc(C(F)(F)F)cc4)C3C2)nnc1-c1ccc(=O)n(C)c1. The result is 1 (blocker). (9) The drug is Cc1nc2cc(C(F)(F)F)ccc2c(=O)n1-c1ccc(OCCCN2CCCC2)cc1. The result is 1 (blocker). (10) The drug is [H]/N=C(/c1ccc(C(=O)Nc2ccc(Oc3ccc(C(=O)OC)cc3)cc2C(=O)Nc2ccc(Cl)cn2)cc1)N(C)C. The result is 1 (blocker).